Dataset: Forward reaction prediction with 1.9M reactions from USPTO patents (1976-2016). Task: Predict the product of the given reaction. (1) The product is: [CH3:28][N:29]([CH3:39])[C:30]1[CH:35]=[CH:34][C:33]([C:2]2[N:11]=[C:10]([NH:12][CH2:13][C:14]([C:22]3[CH:27]=[CH:26][CH:25]=[CH:24][CH:23]=3)([C:16]3[CH:21]=[CH:20][CH:19]=[CH:18][CH:17]=3)[CH3:15])[C:9]3[C:4](=[CH:5][CH:6]=[CH:7][CH:8]=3)[N:3]=2)=[CH:32][CH:31]=1. Given the reactants Cl[C:2]1[N:11]=[C:10]([NH:12][CH2:13][C:14]([C:22]2[CH:27]=[CH:26][CH:25]=[CH:24][CH:23]=2)([C:16]2[CH:21]=[CH:20][CH:19]=[CH:18][CH:17]=2)[CH3:15])[C:9]2[C:4](=[CH:5][CH:6]=[CH:7][CH:8]=2)[N:3]=1.[CH3:28][N:29]([CH3:39])[C:30]1[CH:35]=[CH:34][C:33](B(O)O)=[CH:32][CH:31]=1.C1(C(C2C=CC=CN=2)CNC2C3C(=CC=CC=3)N=C(C3C=CC(NS(C)(=O)=O)=CC=3)N=2)C=CC=CC=1, predict the reaction product. (2) Given the reactants [CH2:1]([O:3][C:4]1[C:9]([C:10]2[NH:11][C:12](=[O:23])[C:13]3[N:18]([CH3:19])[N:17]=[C:16]([CH2:20][CH2:21][CH3:22])[C:14]=3[N:15]=2)=[CH:8][C:7]([S:24]([N:27]2[CH2:32][CH2:31][N:30]([CH2:33][CH3:34])[CH2:29][CH2:28]2)(=[O:26])=[O:25])=[CH:6][N:5]=1)[CH3:2].C[Si]([N-][Si](C)(C)C)(C)C.[K+].[CH3:45][O:46]CCO, predict the reaction product. The product is: [CH2:33]([N:30]1[CH2:31][CH2:32][N:27]([S:24]([C:7]2[CH:8]=[C:9]([C:10]3[NH:11][C:12](=[O:23])[C:13]4[N:18]([CH3:19])[N:17]=[C:16]([CH2:20][CH2:21][CH3:22])[C:14]=4[N:15]=3)[C:4]([O:3][CH2:1][CH2:2][O:46][CH3:45])=[N:5][CH:6]=2)(=[O:26])=[O:25])[CH2:28][CH2:29]1)[CH3:34].